From a dataset of Reaction yield outcomes from USPTO patents with 853,638 reactions. Predict the reaction yield, written as a fraction of the theoretical maximum amount of product (1.0 means a 100% yield; for example, 0.34 means a 34% yield). (1) The reactants are O=[C:2]([C:13]1[CH:18]=[CH:17][N:16]=[CH:15][CH:14]=1)[CH2:3][N:4]1[CH:8]=[CH:7][CH:6]=[C:5]1[C:9]([O:11]C)=O.[CH2:19]([NH2:22])[CH2:20][NH2:21]. The catalyst is O1CCOCC1. The product is [N:16]1[CH:17]=[CH:18][C:13]([C:2]23[NH:22][CH2:19][CH2:20][N:21]2[C:9](=[O:11])[C:5]2[N:4]([CH:8]=[CH:7][CH:6]=2)[CH2:3]3)=[CH:14][CH:15]=1. The yield is 0.600. (2) The reactants are N1C=CC=CC=1.S(=O)(=O)=O.[O:11]1[CH2:16][CH2:15][CH:14]([O:17][C:18](=[O:46])[NH:19][C:20]2([C:26]([NH:28][C@@H:29]([CH:43]([CH3:45])[CH3:44])[CH:30]([OH:42])[C:31]([NH:33][C@H:34]3[CH2:40][CH2:39][CH2:38][CH2:37][NH:36][C:35]3=[O:41])=[O:32])=[O:27])[CH2:25][CH2:24][CH2:23][CH2:22][CH2:21]2)[CH2:13][CH2:12]1.C(N(CC)C(C)C)(C)C. The catalyst is CS(C)=O.ClCCl. The product is [O:11]1[CH2:16][CH2:15][CH:14]([O:17][C:18](=[O:46])[NH:19][C:20]2([C:26]([NH:28][C@@H:29]([CH:43]([CH3:44])[CH3:45])[C:30](=[O:42])[C:31]([NH:33][C@H:34]3[CH2:40][CH2:39][CH2:38][CH2:37][NH:36][C:35]3=[O:41])=[O:32])=[O:27])[CH2:21][CH2:22][CH2:23][CH2:24][CH2:25]2)[CH2:13][CH2:12]1. The yield is 0.880. (3) The product is [OH:2][C:3]1[CH:4]=[C:5]2[C:10](=[CH:11][CH:12]=1)[C:9](=[O:13])[NH:8][CH:7]=[C:6]2[CH3:14]. The yield is 0.670. The catalyst is Cl. The reactants are C[O:2][C:3]1[CH:4]=[C:5]2[C:10](=[CH:11][CH:12]=1)[C:9](=[O:13])[NH:8][CH:7]=[C:6]2[CH3:14]. (4) The yield is 0.550. The reactants are Cl[CH2:2][C:3]1[CH:28]=[CH:27][C:6]([C:7]([NH:9][C:10]2[S:11][C:12]3[C:18]([N:19]4[CH2:24][CH2:23][O:22][CH2:21][CH2:20]4)=[CH:17][CH:16]=[C:15]([O:25][CH3:26])[C:13]=3[N:14]=2)=[O:8])=[CH:5][CH:4]=1.[CH3:29][O:30][CH2:31][CH2:32][NH:33][CH3:34]. The product is [CH3:29][O:30][CH2:31][CH2:32][N:33]([CH2:2][C:3]1[CH:28]=[CH:27][C:6]([C:7]([NH:9][C:10]2[S:11][C:12]3[C:18]([N:19]4[CH2:24][CH2:23][O:22][CH2:21][CH2:20]4)=[CH:17][CH:16]=[C:15]([O:25][CH3:26])[C:13]=3[N:14]=2)=[O:8])=[CH:5][CH:4]=1)[CH3:34]. No catalyst specified. (5) The reactants are C([O:8][C:9]1[CH:10]=[C:11]2[C:16](=[CH:17][C:18]=1[O:19][CH3:20])[N:15]=[CH:14][N:13]=[C:12]2[NH:21][C:22]1[CH:27]=[CH:26][C:25]([F:28])=[C:24]([Cl:29])[CH:23]=1)C1C=CC=CC=1.C1(OC)C=CC=CC=1. The yield is 0.900. The product is [Cl:29][C:24]1[CH:23]=[C:22]([NH:21][C:12]2[C:11]3[C:16](=[CH:17][C:18]([O:19][CH3:20])=[C:9]([OH:8])[CH:10]=3)[N:15]=[CH:14][N:13]=2)[CH:27]=[CH:26][C:25]=1[F:28]. The catalyst is FC(F)(F)C(O)=O. (6) The reactants are C(OC(=O)[NH:7][C:8]1[CH:13]=[CH:12][C:11]([CH2:14][C:15](=[O:38])[NH:16][C:17]2[C:18](=[O:37])[N:19]([CH2:29][C:30]3[CH:35]=[CH:34][CH:33]=[CH:32][C:31]=3[F:36])[C:20](=[O:28])[N:21]([CH2:24][CH:25]3[CH2:27][CH2:26]3)[C:22]=2[NH2:23])=[CH:10][CH:9]=1)(C)(C)C.[ClH:40]. The catalyst is O1CCOCC1. The product is [ClH:40].[NH2:23][C:22]1[N:21]([CH2:24][CH:25]2[CH2:27][CH2:26]2)[C:20](=[O:28])[N:19]([CH2:29][C:30]2[CH:35]=[CH:34][CH:33]=[CH:32][C:31]=2[F:36])[C:18](=[O:37])[C:17]=1[NH:16][C:15](=[O:38])[CH2:14][C:11]1[CH:10]=[CH:9][C:8]([NH2:7])=[CH:13][CH:12]=1. The yield is 0.890. (7) The reactants are C[O:2][C:3]([C:5]1[C:6]([C:11]2[CH:16]=[CH:15][C:14]([O:17][C:18]([F:21])([F:20])[F:19])=[CH:13][CH:12]=2)=[N:7][O:8][C:9]=1[NH2:10])=[O:4].[OH-].[Na+]. The catalyst is CO. The product is [NH2:10][C:9]1[O:8][N:7]=[C:6]([C:11]2[CH:12]=[CH:13][C:14]([O:17][C:18]([F:20])([F:21])[F:19])=[CH:15][CH:16]=2)[C:5]=1[C:3]([OH:4])=[O:2]. The yield is 0.760. (8) The reactants are [NH2:1][CH2:2][C:3]([CH3:30])([CH3:29])[CH2:4][NH:5][C:6]1[N:11]2[CH:12]=[CH:13][N:14]=[C:10]2[C:9]([C:15]([NH2:17])=[O:16])=[C:8]([NH:18][C:19]2[CH:24]=[C:23]([O:25][CH3:26])[CH:22]=[C:21]([O:27][CH3:28])[CH:20]=2)[N:7]=1.[C:31]([C:33](=[CH:37][CH:38]1[CH2:40][CH2:39]1)[C:34](O)=[O:35])#[N:32].CCN(CC)CC.CCN=C=NCCCN(C)C.C1C=CC2N(O)N=NC=2C=1. The catalyst is C(Cl)Cl.O. The product is [C:31]([C:33](=[CH:37][CH:38]1[CH2:40][CH2:39]1)[C:34]([NH:1][CH2:2][C:3]([CH3:30])([CH3:29])[CH2:4][NH:5][C:6]1[N:11]2[CH:12]=[CH:13][N:14]=[C:10]2[C:9]([C:15]([NH2:17])=[O:16])=[C:8]([NH:18][C:19]2[CH:24]=[C:23]([O:25][CH3:26])[CH:22]=[C:21]([O:27][CH3:28])[CH:20]=2)[N:7]=1)=[O:35])#[N:32]. The yield is 0.0500. (9) The yield is 0.410. No catalyst specified. The reactants are [CH3:1][C:2]1([CH3:34])[CH2:9][C:8](=O)[CH2:7][CH2:6][CH2:5][C:4]([CH3:12])([CH3:11])[P:3]1[C:13]1[CH:18]=[CH:17][CH:16]=[CH:15][C:14]=1[C:19]1[C:24]([CH:25]([CH3:27])[CH3:26])=[CH:23][C:22]([CH:28]([CH3:30])[CH3:29])=[CH:21][C:20]=1[CH:31]([CH3:33])[CH3:32].C(O)COCCO.O.NN.[OH-].[K+]. The product is [CH3:34][C:2]1([CH3:1])[CH2:9][CH2:8][CH2:7][CH2:6][CH2:5][C:4]([CH3:11])([CH3:12])[P:3]1[C:13]1[CH:18]=[CH:17][CH:16]=[CH:15][C:14]=1[C:19]1[C:20]([CH:31]([CH3:32])[CH3:33])=[CH:21][C:22]([CH:28]([CH3:30])[CH3:29])=[CH:23][C:24]=1[CH:25]([CH3:27])[CH3:26].